From a dataset of Reaction yield outcomes from USPTO patents with 853,638 reactions. Predict the reaction yield, written as a fraction of the theoretical maximum amount of product (1.0 means a 100% yield; for example, 0.34 means a 34% yield). The reactants are [F:1][C:2]1[C:7]([F:8])=[C:6]([F:9])[C:5]([F:10])=[C:4]([F:11])[C:3]=1[CH:12]=[CH:13][C:14]1[CH:19]=[C:18]([O:20]C)[C:17]([CH2:22][CH2:23][CH3:24])=[C:16]([O:25]C)[CH:15]=1.Cl.N1C=CC=CC=1. No catalyst specified. The product is [F:1][C:2]1[C:7]([F:8])=[C:6]([F:9])[C:5]([F:10])=[C:4]([F:11])[C:3]=1[CH:12]=[CH:13][C:14]1[CH:15]=[C:16]([OH:25])[C:17]([CH2:22][CH2:23][CH3:24])=[C:18]([OH:20])[CH:19]=1. The yield is 0.210.